From a dataset of Experimentally validated miRNA-target interactions with 360,000+ pairs, plus equal number of negative samples. Binary Classification. Given a miRNA mature sequence and a target amino acid sequence, predict their likelihood of interaction. (1) The miRNA is hsa-miR-3689b-3p with sequence CUGGGAGGUGUGAUAUUGUGGU. The protein sequence of the target gene is MAMNYSAKDEVDGGPAGPPGGAAKTRRPDNTAFKQQRLPAWQPILTAGTVLPTFFIIGLIFIPIGIGIFVTSNNIREIEIDYTGTEPSSPCNKCLSPNVTSCACTINFTLKQSFEGNVFMYYGLSNFYQNHRRYVKSRDDSQLNGDPSALLNPSKECEPYRRNEDRPIAPCGAIANSMFNDTLELYLVANESDPKPIPIPLKKKGIAWWTDKNVKFRNPPGKESLEEKFKDTIKPVNWHKAVYELDPEDESNNGFINEDFIVWMRTAALPTFRKLYRLIERRDDLHPTLPAGQYFLNITY.... Result: 0 (no interaction). (2) The miRNA is hsa-miR-1343-5p with sequence UGGGGAGCGGCCCCCGGGUGGG. The protein sequence of the target gene is MKQEGSARRRGADKAKPPPGGGEQEPPPPPAPQDVEMKEEAATGGGSTGEADGKTAAAAAEHSQRELDTVTLEDIKEHVKQLEKAVSGKEPRFVLRALRMLPSTSRRLNHYVLYKAVQGFFTSNNATRDFLLPFLEEPMDTEADLQFRPRTGKAASTPLLPEVEAYLQLLVVIFMMNSKRYKEAQKISDDLMQKISTQNRRALDLVAAKCYYYHARVYEFLDKLDVVRSFLHARLRTATLRHDADGQATLLNLLLRNYLHYSLYDQAEKLVSKSVFPEQANNNEWARYLYYTGRIKAIQL.... Result: 1 (interaction). (3) The miRNA is cel-miR-272 with sequence UGUAGGCAUGGGUGUUUG. The protein sequence of the target gene is MEEREWGARSARAGSPASPPSPRLDVSSYSFDPLLALYAPRLPPIPYPNAPCFNNVAEYESFLKGGRTGRGRARGTGEPASAGTSTGTSTGAGSSSRARRRAAPTPDPERIQRLRRLMVVKEDTDGTAGARRQGPGRSKKAPRNVLTRMPLHEGSPLGELHRCIREGVKVNVHIRTFKGLRGVCTGFLVAFDKFWNMALTDVDETYRKPVLGKAYERDSSLTLTRLFDRLKLQDSSKKEADSKSAVEDSTLSRYSQTSTWKVASVWGRGDTDRSSHRRSRSVPSSLQASAREESRSELSG.... Result: 0 (no interaction).